Dataset: Full USPTO retrosynthesis dataset with 1.9M reactions from patents (1976-2016). Task: Predict the reactants needed to synthesize the given product. (1) Given the product [CH2:1]([O:3][C:4]([C:6]1([C:9]2[CH:10]=[CH:11][C:12]([C:15]3[CH:20]=[CH:19][C:18]([C:21]4[O:25][N:24]=[C:23]([CH3:26])[C:22]=4[NH:27][C:29]4[CH:30]=[CH:31][CH:32]=[C:33]([N:35]5[CH2:36][CH2:37][O:38][CH2:39][CH2:40]5)[N:34]=4)=[CH:17][CH:16]=3)=[CH:13][CH:14]=2)[CH2:8][CH2:7]1)=[O:5])[CH3:2], predict the reactants needed to synthesize it. The reactants are: [CH2:1]([O:3][C:4]([C:6]1([C:9]2[CH:14]=[CH:13][C:12]([C:15]3[CH:20]=[CH:19][C:18]([C:21]4[O:25][N:24]=[C:23]([CH3:26])[C:22]=4[NH2:27])=[CH:17][CH:16]=3)=[CH:11][CH:10]=2)[CH2:8][CH2:7]1)=[O:5])[CH3:2].Br[C:29]1[N:34]=[C:33]([N:35]2[CH2:40][CH2:39][O:38][CH2:37][CH2:36]2)[CH:32]=[CH:31][CH:30]=1. (2) Given the product [CH3:19][C:16]1[CH:17]=[CH:18][C:13]([C:12]2[N:8]([C:5]3[N:6]=[N:7][CH:2]=[CH:3][CH:4]=3)[N:9]=[C:10]([C:20]([O:22][CH2:23][CH3:24])=[O:21])[CH:11]=2)=[N:14][CH:15]=1, predict the reactants needed to synthesize it. The reactants are: Cl[C:2]1[N:7]=[N:6][C:5]([N:8]2[C:12]([C:13]3[CH:18]=[CH:17][C:16]([CH3:19])=[CH:15][N:14]=3)=[CH:11][C:10]([C:20]([O:22][CH2:23][CH3:24])=[O:21])=[N:9]2)=[CH:4][CH:3]=1.C([O-])=O.[NH4+]. (3) The reactants are: O[C:2]1[N:7]=[C:6]([C:8]2[CH:16]=[CH:15][C:11]([C:12]([OH:14])=O)=[CH:10][CH:9]=2)[CH:5]=[CH:4][N:3]=1.O=P(Cl)(Cl)[Cl:19].[Cl:22][C:23]1[CH:29]=[CH:28][C:26]([NH2:27])=[CH:25][CH:24]=1.CCN(CC)CC. Given the product [Cl:22][C:23]1[CH:29]=[CH:28][C:26]([NH:27][C:12](=[O:14])[C:11]2[CH:10]=[CH:9][C:8]([C:6]3[CH:5]=[CH:4][N:3]=[C:2]([Cl:19])[N:7]=3)=[CH:16][CH:15]=2)=[CH:25][CH:24]=1, predict the reactants needed to synthesize it. (4) Given the product [Cl:1][C:2]1[CH:3]=[C:4]([C:8]2[CH:9]=[C:10]([O:30][CH3:28])[C:11]([C:14]#[N:15])=[N:12][CH:13]=2)[CH:5]=[CH:6][CH:7]=1, predict the reactants needed to synthesize it. The reactants are: [Cl:1][C:2]1[CH:3]=[C:4]([C:8]2[CH:9]=[C:10](Cl)[C:11]([C:14]#[N:15])=[N:12][CH:13]=2)[CH:5]=[CH:6][CH:7]=1.C[O-].[Na+].CO.CCCCCC.[C:28](OCC)(=[O:30])C. (5) The reactants are: [O:1]1[CH:5]=[CH:4][CH:3]=[C:2]1[C:6]([NH:8][C:9]1([C:15]([NH:17][CH:18]2[CH2:23][CH2:22][N:21]([C:24]3[CH:29]=[CH:28][C:27]([F:30])=[CH:26][C:25]=3[N:31]3[CH:35]=[CH:34][CH:33]=[CH:32]3)[CH2:20][CH:19]2[OH:36])=[O:16])[CH2:14][CH2:13][CH2:12][CH2:11][CH2:10]1)=[O:7].C(N(CC)CC)C. Given the product [O:1]1[CH:5]=[CH:4][CH:3]=[C:2]1[C:6]([NH:8][C:9]1([C:15]([NH:17][CH:18]2[CH2:23][CH2:22][N:21]([C:24]3[CH:29]=[CH:28][C:27]([F:30])=[CH:26][C:25]=3[N:31]3[CH:32]=[CH:33][CH:34]=[CH:35]3)[CH2:20][C:19]2=[O:36])=[O:16])[CH2:10][CH2:11][CH2:12][CH2:13][CH2:14]1)=[O:7], predict the reactants needed to synthesize it. (6) Given the product [C:1]12([CH2:11][NH:12][C:13]([C:15]3[N:20]4[CH:21]=[C:22]([CH2:24][CH2:25][N:31]5[C:27](=[O:37])[C:28]6[C:29](=[CH:33][CH:34]=[CH:35][CH:36]=6)[C:30]5=[O:32])[N:23]=[C:19]4[CH:18]=[CH:17][CH:16]=3)=[O:14])[CH2:8][CH:7]3[CH2:6][CH:5]([CH2:4][CH:3]([CH2:9]3)[CH2:2]1)[CH2:10]2, predict the reactants needed to synthesize it. The reactants are: [C:1]12([CH2:11][NH:12][C:13]([C:15]3[N:20]4[CH:21]=[C:22]([CH2:24][CH2:25]O)[N:23]=[C:19]4[CH:18]=[CH:17][CH:16]=3)=[O:14])[CH2:10][CH:5]3[CH2:6][CH:7]([CH2:9][CH:3]([CH2:4]3)[CH2:2]1)[CH2:8]2.[C:27]1(=[O:37])[NH:31][C:30](=[O:32])[C:29]2=[CH:33][CH:34]=[CH:35][CH:36]=[C:28]12.C1C=CC(P(C2C=CC=CC=2)C2C=CC=CC=2)=CC=1.CC(OC(/N=N/C(OC(C)C)=O)=O)C.